This data is from Forward reaction prediction with 1.9M reactions from USPTO patents (1976-2016). The task is: Predict the product of the given reaction. (1) Given the reactants [CH2:1]([CH:3]([CH2:9][CH:10]=[CH2:11])/[CH:4]=[CH:5]/[C:6](O)=O)[CH3:2].C(OC(=O)C)(=O)C.C(N(CC)CC)C.O, predict the reaction product. The product is: [CH2:1]([C:3]1[CH2:9][CH:10]2[CH:5]([CH:4]=1)[CH2:6][CH2:11]2)[CH3:2]. (2) Given the reactants [OH:1][C@@H:2]([CH2:17][N:18]1[CH2:23][CH2:22][O:21][CH2:20][CH2:19]1)[CH2:3][N:4]1[CH2:9][CH2:8][C:7]2[NH:10][C:11]([CH:14]=O)=[C:12]([CH3:13])[C:6]=2[C:5]1=[O:16].[F:24][C:25]1[CH:26]=[C:27]2[C:31](=[CH:32][C:33]=1[NH:34][C:35](=[O:38])[CH2:36][OH:37])[NH:30][C:29](=[O:39])[CH2:28]2.N1CCCCC1, predict the reaction product. The product is: [F:24][C:25]1[CH:26]=[C:27]2[C:31](=[CH:32][C:33]=1[NH:34][C:35](=[O:38])[CH2:36][OH:37])[NH:30][C:29](=[O:39])/[C:28]/2=[CH:14]\[C:11]1[NH:10][C:7]2[CH2:8][CH2:9][N:4]([CH2:3][C@@H:2]([OH:1])[CH2:17][N:18]3[CH2:19][CH2:20][O:21][CH2:22][CH2:23]3)[C:5](=[O:16])[C:6]=2[C:12]=1[CH3:13]. (3) Given the reactants [OH-].[Na+].[CH3:3][C:4]1[N:5]=[C:6]2[CH:11]=[N:10][CH:9]=[CH:8][N:7]2[C:12]=1[C:13]([O:15]CC)=[O:14].Cl, predict the reaction product. The product is: [CH3:3][C:4]1[N:5]=[C:6]2[CH:11]=[N:10][CH:9]=[CH:8][N:7]2[C:12]=1[C:13]([OH:15])=[O:14]. (4) The product is: [C:1]([C:4]1[CH:5]=[CH:6][C:7]([N:10]2[CH2:15][CH2:14][N:13]([CH2:16][C:17]([N:19]3[CH2:20][CH2:21][N:22]([CH:25]4[CH2:27][CH2:28][CH2:29]4)[CH2:23][CH2:24]3)=[O:18])[CH2:12][C:11]2=[O:33])=[CH:8][CH:9]=1)(=[O:3])[CH3:2]. Given the reactants [C:1]([C:4]1[CH:9]=[CH:8][C:7]([N:10]2[CH2:15][CH2:14][N:13]([CH2:16][C:17]([N:19]3[CH2:24][CH2:23][N:22]([CH:25]4[CH2:29][CH2:28][CH2:27]C4)[CH2:21][CH2:20]3)=[O:18])[CH2:12][CH2:11]2)=[CH:6][CH:5]=1)(=[O:3])[CH3:2].ClCC(N1CCN(C2CCC2)CC1)=[O:33], predict the reaction product. (5) Given the reactants [Cl:1][C:2]1[N:3]=[C:4](Cl)[C:5]2[S:10][CH:9]=[C:8]([CH3:11])[C:6]=2[N:7]=1.C([O-])(=O)C.[Na+], predict the reaction product. The product is: [Cl:1][C:2]1[N:3]=[CH:4][C:5]2[S:10][CH:9]=[C:8]([CH3:11])[C:6]=2[N:7]=1. (6) Given the reactants C(OC(=O)[NH:7][C:8]1[CH:13]=[CH:12][CH:11]=[CH:10][C:9]=1[NH:14][C:15](=[O:49])/[CH:16]=[CH:17]/[C:18]1[CH:23]=[CH:22][C:21]([CH:24]([N:38](C=O)[CH2:39][CH2:40][N:41]2[CH2:46][CH2:45][O:44][CH2:43][CH2:42]2)[C:25](=[O:37])[NH:26][C:27]2[CH:32]=[CH:31][C:30]([C:33]([F:36])([F:35])[F:34])=[CH:29][CH:28]=2)=[CH:20][CH:19]=1)(C)(C)C.Cl, predict the reaction product. The product is: [NH2:7][C:8]1[CH:13]=[CH:12][CH:11]=[CH:10][C:9]=1[NH:14][C:15](=[O:49])/[CH:16]=[CH:17]/[C:18]1[CH:23]=[CH:22][C:21]([CH:24]([NH:38][CH2:39][CH2:40][N:41]2[CH2:46][CH2:45][O:44][CH2:43][CH2:42]2)[C:25](=[O:37])[NH:26][C:27]2[CH:32]=[CH:31][C:30]([C:33]([F:34])([F:35])[F:36])=[CH:29][CH:28]=2)=[CH:20][CH:19]=1. (7) Given the reactants [P:1]([O:5][CH2:6][C@@H:7]1[C@@H:11]([O:12][P:13]([O:16][CH2:17][C@@H:18]2[C@@H:22]([OH:23])[C@@H:21]([OH:24])[C@H:20]([N:25]3[CH:33]=[N:32][C:31]4[C:26]3=[N:27][CH:28]=[N:29][C:30]=4[NH2:34])[O:19]2)([OH:15])=[O:14])[CH2:10][C@H:9]([N:35]2[CH:40]=[CH:39][C:38]([NH2:41])=[N:37][C:36]2=[O:42])[O:8]1)([OH:4])([OH:3])=[O:2].C([N+](CCCC)(CCCC)CCCC)CCC.P(OC[C@@H]1[C@@H](OP(OC[C@@H]2[C@@H](O)[C@@H](O)[C@H](N3C=NC4C3=NC=NC=4N)O2)(O)=O)C[C@H](N2C=CC(N)=NC2=O)O1)(O)(O)=O.[CH3:102][N:103]([CH2:110][C:111](OCC#N)=[O:112])[C:104](=[O:109])[CH2:105][CH2:106][CH:107]=[CH2:108], predict the reaction product. The product is: [CH3:102][N:103]([CH2:110][C:111]([O:23][C@H:22]1[C@@H:21]([OH:24])[C@H:20]([N:25]2[CH:33]=[N:32][C:31]3[C:26]2=[N:27][CH:28]=[N:29][C:30]=3[NH2:34])[O:19][C@@H:18]1[CH2:17][O:16][P:13]([O:12][C@H:11]1[CH2:10][C@H:9]([N:35]2[CH:40]=[CH:39][C:38]([NH2:41])=[N:37][C:36]2=[O:42])[O:8][C@@H:7]1[CH2:6][O:5][P:1]([OH:4])([OH:3])=[O:2])([OH:15])=[O:14])=[O:112])[C:104](=[O:109])[CH2:105][CH2:106][CH:107]=[CH2:108]. (8) The product is: [C:9]([N:4]([CH2:1][CH:2]=[CH2:3])[CH2:5][C:6]([OH:8])=[O:7])([O:11][C:12]([CH3:15])([CH3:14])[CH3:13])=[O:10]. Given the reactants [CH2:1]([NH:4][CH2:5][C:6]([OH:8])=[O:7])[CH:2]=[CH2:3].[C:9](O[C:9]([O:11][C:12]([CH3:15])([CH3:14])[CH3:13])=[O:10])([O:11][C:12]([CH3:15])([CH3:14])[CH3:13])=[O:10].O, predict the reaction product. (9) Given the reactants [Cl:1][C:2]1[CH:7]=[CH:6][C:5]([C:8]2[C:9]([NH:35][NH:36][C:37](=O)[CH2:38][N:39]([CH3:41])[CH3:40])=[N:10][N:11]([CH2:23][C:24]3[C:25]([CH3:34])=[N:26][C:27]([C:30]([F:33])([F:32])[F:31])=[CH:28][CH:29]=3)[C:12](=[O:22])[C:13]=2[C:14]2[CH:19]=[CH:18][C:17]([C:20]#[N:21])=[CH:16][CH:15]=2)=[CH:4][CH:3]=1.O=P(Cl)(Cl)Cl, predict the reaction product. The product is: [Cl:1][C:2]1[CH:7]=[CH:6][C:5]([C:8]2[C:9]3[N:10]([C:37]([CH2:38][N:39]([CH3:41])[CH3:40])=[N:36][N:35]=3)[N:11]([CH2:23][C:24]3[C:25]([CH3:34])=[N:26][C:27]([C:30]([F:33])([F:32])[F:31])=[CH:28][CH:29]=3)[C:12](=[O:22])[C:13]=2[C:14]2[CH:19]=[CH:18][C:17]([C:20]#[N:21])=[CH:16][CH:15]=2)=[CH:4][CH:3]=1.